Dataset: Reaction yield outcomes from USPTO patents with 853,638 reactions. Task: Predict the reaction yield, written as a fraction of the theoretical maximum amount of product (1.0 means a 100% yield; for example, 0.34 means a 34% yield). The reactants are Br.Br[CH2:3][C:4]([C:6]1[CH:11]=[CH:10][N:9]=[C:8]([Cl:12])[CH:7]=1)=O.C([O-])(=O)C.[NH4+:17].[O:18]=[C:19]1[CH2:24][C:23](=O)[CH2:22][CH2:21][NH:20]1. The catalyst is C(O)C.O. The product is [Cl:12][C:8]1[CH:7]=[C:6]([C:4]2[NH:17][C:23]3[CH2:22][CH2:21][NH:20][C:19](=[O:18])[C:24]=3[CH:3]=2)[CH:11]=[CH:10][N:9]=1. The yield is 0.620.